Regression/Classification. Given a drug SMILES string, predict its toxicity properties. Task type varies by dataset: regression for continuous values (e.g., LD50, hERG inhibition percentage) or binary classification for toxic/non-toxic outcomes (e.g., AMES mutagenicity, cardiotoxicity, hepatotoxicity). Dataset: herg. From a dataset of hERG channel blocking data for cardiac toxicity assessment. (1) The drug is C[NH+]1CCC[C@@H]1CCO[C@](C)(c1ccccc1)c1ccc(Cl)cc1. The result is 1 (blocker). (2) The drug is CC(C)(O)[C@H]1C=CC([C@H](c2cc[n+](O)cc2)c2ccc(OC(F)F)c(OC3CCC3)c2)=CN1. The result is 1 (blocker). (3) The result is 0 (non-blocker). The molecule is CC[C@H]1OC(=O)[C@@H](C)[C@@H](O[C@H]2C[C@@](C)(OC)[C@@H](O)[C@H](C)O2)[C@H](C)[C@@H](O[C@@H]2O[C@H](C)C[C@H]([NH+](C)C)[C@@H]2O)[C@@](C)(O)C[C@@H](C)[C@H]([NH3+])[C@H](C)[C@@H](O)[C@]1(C)O.